This data is from NCI-60 drug combinations with 297,098 pairs across 59 cell lines. The task is: Regression. Given two drug SMILES strings and cell line genomic features, predict the synergy score measuring deviation from expected non-interaction effect. (1) Drug 1: CS(=O)(=O)C1=CC(=C(C=C1)C(=O)NC2=CC(=C(C=C2)Cl)C3=CC=CC=N3)Cl. Drug 2: CC1C(C(CC(O1)OC2CC(OC(C2O)C)OC3=CC4=CC5=C(C(=O)C(C(C5)C(C(=O)C(C(C)O)O)OC)OC6CC(C(C(O6)C)O)OC7CC(C(C(O7)C)O)OC8CC(C(C(O8)C)O)(C)O)C(=C4C(=C3C)O)O)O)O. Cell line: HCT-15. Synergy scores: CSS=1.25, Synergy_ZIP=3.89, Synergy_Bliss=3.49, Synergy_Loewe=2.72, Synergy_HSA=2.63. (2) Drug 2: CCC1(CC2CC(C3=C(CCN(C2)C1)C4=CC=CC=C4N3)(C5=C(C=C6C(=C5)C78CCN9C7C(C=CC9)(C(C(C8N6C=O)(C(=O)OC)O)OC(=O)C)CC)OC)C(=O)OC)O.OS(=O)(=O)O. Synergy scores: CSS=8.24, Synergy_ZIP=-0.254, Synergy_Bliss=7.59, Synergy_Loewe=-19.5, Synergy_HSA=0.372. Cell line: MALME-3M. Drug 1: CC1=CC2C(CCC3(C2CCC3(C(=O)C)OC(=O)C)C)C4(C1=CC(=O)CC4)C. (3) Drug 1: CC1=C(C=C(C=C1)C(=O)NC2=CC(=CC(=C2)C(F)(F)F)N3C=C(N=C3)C)NC4=NC=CC(=N4)C5=CN=CC=C5. Drug 2: C1CN(CCN1C(=O)CCBr)C(=O)CCBr. Cell line: OVCAR-4. Synergy scores: CSS=0.351, Synergy_ZIP=0.847, Synergy_Bliss=2.54, Synergy_Loewe=-5.82, Synergy_HSA=-4.87. (4) Drug 1: C(=O)(N)NO. Drug 2: CC1C(C(CC(O1)OC2CC(CC3=C2C(=C4C(=C3O)C(=O)C5=C(C4=O)C(=CC=C5)OC)O)(C(=O)CO)O)N)O.Cl. Cell line: CCRF-CEM. Synergy scores: CSS=60.0, Synergy_ZIP=-2.70, Synergy_Bliss=-2.51, Synergy_Loewe=-8.19, Synergy_HSA=0.568. (5) Drug 1: CC(C1=C(C=CC(=C1Cl)F)Cl)OC2=C(N=CC(=C2)C3=CN(N=C3)C4CCNCC4)N. Drug 2: CC1C(C(CC(O1)OC2CC(CC3=C2C(=C4C(=C3O)C(=O)C5=CC=CC=C5C4=O)O)(C(=O)C)O)N)O. Cell line: OVCAR-5. Synergy scores: CSS=32.7, Synergy_ZIP=-2.49, Synergy_Bliss=-1.11, Synergy_Loewe=-8.07, Synergy_HSA=-0.464. (6) Drug 1: CC1=C(C=C(C=C1)NC2=NC=CC(=N2)N(C)C3=CC4=NN(C(=C4C=C3)C)C)S(=O)(=O)N.Cl. Drug 2: CCC1(C2=C(COC1=O)C(=O)N3CC4=CC5=C(C=CC(=C5CN(C)C)O)N=C4C3=C2)O.Cl. Cell line: HCT116. Synergy scores: CSS=17.5, Synergy_ZIP=-0.853, Synergy_Bliss=-0.354, Synergy_Loewe=-21.9, Synergy_HSA=-0.906.